From a dataset of Forward reaction prediction with 1.9M reactions from USPTO patents (1976-2016). Predict the product of the given reaction. (1) Given the reactants [NH2:1][C:2]1[CH:7]=[CH:6][CH:5]=[CH:4][C:3]=1[CH2:8][C:9]([O:11]C)=O.[C:13]([O:17][C:18]([N:20]1[CH2:25][CH2:24][C:23](=O)[CH2:22][CH2:21]1)=[O:19])([CH3:16])([CH3:15])[CH3:14].C(O[BH-](OC(=O)C)OC(=O)C)(=O)C.[Na+].C(O)(=O)C, predict the reaction product. The product is: [C:13]([O:17][C:18]([N:20]1[CH2:25][CH2:24][CH:23]([N:1]2[C:2]3[C:3](=[CH:4][CH:5]=[CH:6][CH:7]=3)[CH2:8][C:9]2=[O:11])[CH2:22][CH2:21]1)=[O:19])([CH3:16])([CH3:14])[CH3:15]. (2) Given the reactants C(OC[C@@H](OC(C)(C)C)C1C(C2C=CC(Cl)=CC=2)=C2C(=CC=1C)N=C(N1CCOCC1)C=C2)(=[O:6])C(C)(C)C.[CH2:39]([O:46][C:47]1[CH:56]=[CH:55][C:54]2[C:49](=[CH:50][C:51]([CH3:72])=[C:52]([C@H:64]([O:67][C:68]([CH3:71])([CH3:70])[CH3:69])[CH2:65][OH:66])[C:53]=2[C:57]2[CH:62]=[CH:61][C:60]([Cl:63])=[CH:59][CH:58]=2)[N:48]=1)[C:40]1[CH:45]=[CH:44][CH:43]=[CH:42][CH:41]=1.C(O[C@@H](C1C(C2C=CC(Cl)=CC=2)=C2C(=CC=1C)N=C(N1CCOCC1)C=C2)CO)(C)(C)C, predict the reaction product. The product is: [CH2:39]([O:46][C:47]1[CH:56]=[CH:55][C:54]2[C:49](=[CH:50][C:51]([CH3:72])=[C:52]([C@H:64]([O:67][C:68]([CH3:69])([CH3:71])[CH3:70])[C:65]([OH:6])=[O:66])[C:53]=2[C:57]2[CH:62]=[CH:61][C:60]([Cl:63])=[CH:59][CH:58]=2)[N:48]=1)[C:40]1[CH:45]=[CH:44][CH:43]=[CH:42][CH:41]=1. (3) Given the reactants [C:1]1([CH:7]2[O:12][C@H:11]3[CH2:13][C@@H:14]([OH:17])[CH2:15][O:16][C@@H:10]3[CH2:9][O:8]2)[CH:6]=[CH:5][CH:4]=[CH:3][CH:2]=1.[Cl:18][C:19]1[C:20]([I:40])=[CH:21][C:22]2[N:26]=[C:25](S(C)(=O)=O)[N:24]([CH2:31][O:32][CH2:33][CH2:34][Si:35]([CH3:38])([CH3:37])[CH3:36])[C:23]=2[CH:39]=1.C(=O)([O-])[O-].[Cs+].[Cs+], predict the reaction product. The product is: [Cl:18][C:19]1[C:20]([I:40])=[CH:21][C:22]2[N:26]=[C:25]([O:17][C@H:14]3[CH2:15][O:16][C@H:10]4[C@@H:11]([O:12][CH:7]([C:1]5[CH:2]=[CH:3][CH:4]=[CH:5][CH:6]=5)[O:8][CH2:9]4)[CH2:13]3)[N:24]([CH2:31][O:32][CH2:33][CH2:34][Si:35]([CH3:36])([CH3:38])[CH3:37])[C:23]=2[CH:39]=1. (4) Given the reactants [OH:1][CH2:2][CH2:3][CH2:4][C:5]1[O:9][N:8]=[C:7]([C:10]([O:12][CH2:13][CH3:14])=[O:11])[CH:6]=1.[CH2:15](Br)[C:16]1[CH:21]=[CH:20][CH:19]=[CH:18][CH:17]=1.[H-].[Na+].Cl, predict the reaction product. The product is: [CH2:15]([O:1][CH2:2][CH2:3][CH2:4][C:5]1[O:9][N:8]=[C:7]([C:10]([O:12][CH2:13][CH3:14])=[O:11])[CH:6]=1)[C:16]1[CH:21]=[CH:20][CH:19]=[CH:18][CH:17]=1. (5) The product is: [Cl:31][C:28]1[CH:29]=[CH:30][C:25]([CH:10]2[C:5]3[N:6]([CH:7]([CH3:9])[CH3:8])[C:2]([CH3:32])=[N:3][C:4]=3[C:12](=[O:13])[N:11]2[C:14]2[CH:15]=[C:16]([CH3:24])[C:17]3[N:18]([C:20]([CH3:23])=[N:21][N:22]=3)[CH:19]=2)=[CH:26][CH:27]=1. Given the reactants Br[C:2]1[N:6]([CH:7]([CH3:9])[CH3:8])[C:5]2[CH:10]([C:25]3[CH:30]=[CH:29][C:28]([Cl:31])=[CH:27][CH:26]=3)[N:11]([C:14]3[CH:15]=[C:16]([CH3:24])[C:17]4[N:18]([C:20]([CH3:23])=[N:21][N:22]=4)[CH:19]=3)[C:12](=[O:13])[C:4]=2[N:3]=1.[CH3:32]B1OB(C)OB(C)O1, predict the reaction product. (6) Given the reactants [CH3:1][C:2]1[CH:7]=[CH:6][C:5]([OH:8])=[CH:4][C:3]=1[N+:9]([O-:11])=[O:10].[CH3:12][C:13](C)([O-])[CH3:14].[K+].CS(OCCC)(=O)=O.O, predict the reaction product. The product is: [CH3:1][C:2]1[CH:7]=[CH:6][C:5]([O:8][CH2:12][CH2:13][CH3:14])=[CH:4][C:3]=1[N+:9]([O-:11])=[O:10]. (7) Given the reactants [N:1]([C:4]1[CH:5]=[C:6]([S:12]([NH2:15])(=[O:14])=[O:13])[CH:7]=[CH:8][C:9]=1[O:10][CH3:11])=[C:2]=[S:3].[NH2:16]C1C=C(C=CC=1OC(F)(F)F)C(N)=O.N, predict the reaction product. The product is: [CH3:11][O:10][C:9]1[CH:8]=[CH:7][C:6]([S:12]([NH2:15])(=[O:13])=[O:14])=[CH:5][C:4]=1[NH:1][C:2]([NH2:16])=[S:3].